This data is from Full USPTO retrosynthesis dataset with 1.9M reactions from patents (1976-2016). The task is: Predict the reactants needed to synthesize the given product. Given the product [O:11]1[CH2:12][CH2:13][N:8]([C:6]2[N:7]=[C:2]([C:22]3[CH:23]=[C:24]([CH:26]=[CH:27][C:21]=3[CH3:20])[NH2:25])[CH:3]=[C:4]([N:14]3[CH2:19][CH2:18][O:17][CH2:16][CH2:15]3)[N:5]=2)[CH2:9][CH2:10]1, predict the reactants needed to synthesize it. The reactants are: Cl[C:2]1[N:7]=[C:6]([N:8]2[CH2:13][CH2:12][O:11][CH2:10][CH2:9]2)[N:5]=[C:4]([N:14]2[CH2:19][CH2:18][O:17][CH2:16][CH2:15]2)[CH:3]=1.[CH3:20][C:21]1[CH:27]=[CH:26][C:24]([NH2:25])=[CH:23][C:22]=1B1OC(C)(C)C(C)(C)O1.